This data is from CYP3A4 inhibition data for predicting drug metabolism from PubChem BioAssay. The task is: Regression/Classification. Given a drug SMILES string, predict its absorption, distribution, metabolism, or excretion properties. Task type varies by dataset: regression for continuous measurements (e.g., permeability, clearance, half-life) or binary classification for categorical outcomes (e.g., BBB penetration, CYP inhibition). Dataset: cyp3a4_veith. (1) The drug is Nc1nc2nc3c(nc2c(=O)[nH]1)CN(c1ccc(C(=O)O)cc1)C3=O. The result is 0 (non-inhibitor). (2) The result is 0 (non-inhibitor). The compound is C[N+]1(NCC[N@@+]2(C)CCc3ccccc3C2)CCCCC1. (3) The molecule is CCCCC1(COC(=O)CCC(=O)O)C(=O)N(c2ccccc2)N(c2ccccc2)C1=O. The result is 0 (non-inhibitor). (4) The drug is Cc1ccc2nc(C3CCCN(C(=S)Nc4ccccc4C)C3)[nH]c2c1. The result is 1 (inhibitor). (5) The drug is Cn1c(CC(=O)Nc2ccc(Cl)c(Cl)c2)nnc1SCC(=O)N1CCN(c2ccccc2)CC1. The result is 1 (inhibitor). (6) The molecule is C=CCNC(=O)c1ccc2nc(-c3ccccc3)c(-c3ccccc3)nc2c1. The result is 1 (inhibitor). (7) The molecule is COc1ccc(NC(=O)N2CC3(CCN(C(=O)Oc4ccccc4)CC3)C2)cc1. The result is 0 (non-inhibitor). (8) The drug is COc1ccc2[nH]cc(CCNc3ncnc4ccc(-c5c(C)noc5C)cc34)c2c1. The result is 1 (inhibitor). (9) The molecule is C[N+](C)(C)[C@@H](C1=CCCC1=O)c1ccccc1. The result is 0 (non-inhibitor). (10) The compound is Cc1ccc(C(C(=O)NC2CCCCC2)N2CCN(C(=O)c3ccco3)CC2)cc1. The result is 0 (non-inhibitor).